From a dataset of Forward reaction prediction with 1.9M reactions from USPTO patents (1976-2016). Predict the product of the given reaction. (1) Given the reactants [CH2:1]([O:3][C:4]([C:6]1[NH:7][C:8]2[C:13]([CH:14]=1)=[CH:12][C:11]([SH:15])=[C:10]([C:16]([CH3:19])([CH3:18])[CH3:17])[CH:9]=2)=[O:5])[CH3:2].[S:20](Br)([C:23]1[CH:29]=[CH:28][C:26]([CH3:27])=[CH:25][CH:24]=1)(=[O:22])=[O:21].C(Cl)(Cl)(Cl)Cl, predict the reaction product. The product is: [CH2:1]([O:3][C:4]([C:6]1[NH:7][C:8]2[C:13]([CH:14]=1)=[CH:12][C:11]([S:15][S:20]([C:23]1[CH:29]=[CH:28][C:26]([CH3:27])=[CH:25][CH:24]=1)(=[O:22])=[O:21])=[C:10]([C:16]([CH3:18])([CH3:17])[CH3:19])[CH:9]=2)=[O:5])[CH3:2]. (2) Given the reactants [NH2:1][C:2]1[CH:3]=[C:4]([C:8]([C:10]2[C:18]3[CH:17]=[N:16][CH:15]=[N:14][C:13]=3[N:12]([C@@H:19]([CH3:28])[CH2:20][O:21][CH:22]3[CH2:27][CH2:26][CH2:25][CH2:24][O:23]3)[CH:11]=2)=[O:9])[CH:5]=[N:6][CH:7]=1.[N:29]1[N:30]([CH2:38][C:39](O)=[O:40])[N:31]=[C:32]2[CH:37]=[CH:36][CH:35]=[CH:34][C:33]=12, predict the reaction product. The product is: [N:29]1[N:30]([CH2:38][C:39]([NH:1][C:2]2[CH:7]=[N:6][CH:5]=[C:4]([C:8]([C:10]3[C:18]4[CH:17]=[N:16][CH:15]=[N:14][C:13]=4[N:12]([C@@H:19]([CH3:28])[CH2:20][O:21][CH:22]4[CH2:27][CH2:26][CH2:25][CH2:24][O:23]4)[CH:11]=3)=[O:9])[CH:3]=2)=[O:40])[N:31]=[C:32]2[CH:37]=[CH:36][CH:35]=[CH:34][C:33]=12. (3) Given the reactants [F:1][C:2]1[CH:7]=[C:6]([F:8])[CH:5]=[CH:4][C:3]=1[N:9]1[C:13]([C:14]2[N:23]=[C:22]3[N:16]([CH2:17][CH2:18][O:19][C:20]4[CH:27]=[C:26]([C:28]#[N:29])[CH:25]=[CH:24][C:21]=43)[CH:15]=2)=[N:12][C:11]([CH3:30])=[N:10]1.[AlH4-].[Li+], predict the reaction product. The product is: [F:1][C:2]1[CH:7]=[C:6]([F:8])[CH:5]=[CH:4][C:3]=1[N:9]1[C:13]([C:14]2[N:23]=[C:22]3[C:21]4[CH:24]=[CH:25][C:26]([CH2:28][NH2:29])=[CH:27][C:20]=4[O:19][CH2:18][CH2:17][N:16]3[CH:15]=2)=[N:12][C:11]([CH3:30])=[N:10]1. (4) Given the reactants [C:1]([C:5]1[CH:9]=[C:8]([NH:10][C:11]([NH:13][C:14]2[CH:19]=[CH:18][C:17]([O:20][C:21]3[CH:26]=[CH:25][N:24]=[CH:23][CH:22]=3)=[CH:16][CH:15]=2)=[O:12])[N:7]([C:27]2[CH:32]=[CH:31][C:30]([CH2:33][C:34]([OH:36])=O)=[CH:29][CH:28]=2)[N:6]=1)([CH3:4])([CH3:3])[CH3:2].[NH:37]1[CH2:41][CH2:40][C@H:39]([OH:42])[CH2:38]1.Cl.CN(C)CCCN=C=NCC.C(N(CC)CC)C, predict the reaction product. The product is: [C:1]([C:5]1[CH:9]=[C:8]([NH:10][C:11]([NH:13][C:14]2[CH:15]=[CH:16][C:17]([O:20][C:21]3[CH:26]=[CH:25][N:24]=[CH:23][CH:22]=3)=[CH:18][CH:19]=2)=[O:12])[N:7]([C:27]2[CH:28]=[CH:29][C:30]([CH2:33][C:34]([N:37]3[CH2:41][CH2:40][C@H:39]([OH:42])[CH2:38]3)=[O:36])=[CH:31][CH:32]=2)[N:6]=1)([CH3:4])([CH3:2])[CH3:3]. (5) Given the reactants [CH2:1]([O:4][C:5]1[CH:10]=[CH:9][CH:8]=[C:7]([N+:11]([O-])=O)[C:6]=1[Cl:14])[CH:2]=[CH2:3].O.O.[Sn](Cl)Cl, predict the reaction product. The product is: [CH2:1]([O:4][C:5]1[C:6]([Cl:14])=[C:7]([CH:8]=[CH:9][CH:10]=1)[NH2:11])[CH:2]=[CH2:3]. (6) Given the reactants Cl.[CH3:2][O:3][C:4](=[O:13])[C@@H:5]([C:7]1[CH:12]=[CH:11][CH:10]=[CH:9][CH:8]=1)[NH2:6].[C:14](=O)([O-:20])[O:15][C:16]([CH3:19])([CH3:18])[CH3:17].C(=O)([O-])[O:23]C(C)(C)C.C(N(CC)CC)C, predict the reaction product. The product is: [CH3:2][O:3][C:4](=[O:13])[C@H:5]([NH:6][C:14]([O:15][C:16]([CH3:19])([CH3:18])[CH3:17])=[O:20])[C:7]1[CH:12]=[CH:11][C:10]([OH:23])=[CH:9][CH:8]=1. (7) Given the reactants [NH2:1][C:2]1[C:3]([C:16]2[CH:28]=[CH:27][C:19]([C:20]([O:22][C:23]([CH3:26])([CH3:25])[CH3:24])=[O:21])=[C:18]([F:29])[CH:17]=2)=[N:4][C:5]([C@@H:8]2[CH2:13][CH2:12][C:11](=[O:14])[C@@H:10]([F:15])[CH2:9]2)=[CH:6][N:7]=1.[BH4-].[Na+], predict the reaction product. The product is: [NH2:1][C:2]1[C:3]([C:16]2[CH:28]=[CH:27][C:19]([C:20]([O:22][C:23]([CH3:26])([CH3:24])[CH3:25])=[O:21])=[C:18]([F:29])[CH:17]=2)=[N:4][C:5]([C@@H:8]2[CH2:13][CH2:12][C@@H:11]([OH:14])[C@@H:10]([F:15])[CH2:9]2)=[CH:6][N:7]=1.